This data is from Catalyst prediction with 721,799 reactions and 888 catalyst types from USPTO. The task is: Predict which catalyst facilitates the given reaction. (1) Reactant: [NH2:1][C@@H:2]1[CH2:15][CH2:14][C@:13]2([OH:16])[C@:4]34[CH2:19][CH2:18][N:17]([CH2:20][CH:21]5[CH2:23][CH2:22]5)[C@@H:12]2[CH2:11][C:10]2[CH:9]=[CH:8][C:7]([O:24][CH2:25][O:26][CH3:27])=[C:6]([O:28][C@@H:3]13)[C:5]4=2.C(N(CC)CC)C.[C:36]1([S:46](Cl)(=[O:48])=[O:47])[C:37]([S:42](Cl)(=[O:44])=[O:43])=[CH:38][CH:39]=[CH:40][CH:41]=1.C(=O)([O-])O.[Na+]. Product: [CH:21]1([CH2:20][N:17]2[CH2:18][CH2:19][C@:4]34[C:5]5[C:6]6[O:28][C@H:3]3[C@H:2]([N:1]3[S:46](=[O:48])(=[O:47])[C:36]7[CH:41]=[CH:40][CH:39]=[CH:38][C:37]=7[S:42]3(=[O:44])=[O:43])[CH2:15][CH2:14][C@@:13]4([OH:16])[C@H:12]2[CH2:11][C:10]=5[CH:9]=[CH:8][C:7]=6[O:24][CH2:25][O:26][CH3:27])[CH2:22][CH2:23]1. The catalyst class is: 4. (2) Reactant: [H-].C([Al+]CC(C)C)C(C)C.C1(C)C=CC=CC=1.C[O:19][C:20]([C:22]1[C:23]([C:30]2[C:35]([Cl:36])=[CH:34][CH:33]=[CH:32][C:31]=2[Cl:37])=[N:24][O:25][C:26]=1[CH:27]1[CH2:29][CH2:28]1)=O.CO. Product: [CH:27]1([C:26]2[O:25][N:24]=[C:23]([C:30]3[C:31]([Cl:37])=[CH:32][CH:33]=[CH:34][C:35]=3[Cl:36])[C:22]=2[CH2:20][OH:19])[CH2:29][CH2:28]1. The catalyst class is: 387. (3) Reactant: [NH2:1][C:2]1[N:10]=[C:9]([CH3:11])[CH:8]=[C:7]([CH3:12])[C:3]=1[C:4]([OH:6])=[O:5].Cl.[C:14](OC(=O)C)(=[O:16])[CH3:15].C(=O)([O-])[O-].[Na+].[Na+]. Product: [C:14]([NH:1][C:2]1[N:10]=[C:9]([CH3:11])[CH:8]=[C:7]([CH3:12])[C:3]=1[C:4]([OH:6])=[O:5])(=[O:16])[CH3:15]. The catalyst class is: 47. (4) Reactant: [F:1][C:2]([F:7])([F:6])[C:3]([OH:5])=[O:4].[C:8]([C:10]1[CH:11]=[C:12]([C:20]2[O:24][N:23]=[C:22]([C:25]3[C:26]([CH3:42])=[C:27]4[C:32](=[CH:33][CH:34]=3)[CH2:31][N:30](C(OC(C)(C)C)=O)[CH2:29][CH2:28]4)[N:21]=2)[CH:13]=[CH:14][C:15]=1[O:16][CH:17]([CH3:19])[CH3:18])#[N:9]. Product: [F:1][C:2]([F:7])([F:6])[C:3]([OH:5])=[O:4].[CH3:19][CH:17]([O:16][C:15]1[CH:14]=[CH:13][C:12]([C:20]2[O:24][N:23]=[C:22]([C:25]3[C:26]([CH3:42])=[C:27]4[C:32](=[CH:33][CH:34]=3)[CH2:31][NH:30][CH2:29][CH2:28]4)[N:21]=2)=[CH:11][C:10]=1[C:8]#[N:9])[CH3:18]. The catalyst class is: 4. (5) Reactant: [CH3:1][C:2]1([CH3:19])[CH2:5][CH:4]([C:6]([C:8]2[CH:18]=[CH:17][C:11]([C:12]([O:14]CC)=[O:13])=[CH:10][CH:9]=2)=[O:7])[CH2:3]1.O1CCCC1.[OH-].[Na+]. Product: [CH3:1][C:2]1([CH3:19])[CH2:3][CH:4]([C:6]([C:8]2[CH:9]=[CH:10][C:11]([C:12]([OH:14])=[O:13])=[CH:17][CH:18]=2)=[O:7])[CH2:5]1. The catalyst class is: 5. (6) Reactant: [OH-].[Na+].[Cl:3][C:4]1[CH:33]=[CH:32][C:7]([O:8][C:9]2[C:17]3[C:12](=[CH:13][CH:14]=[CH:15][C:16]=3[NH:18][S:19]([CH3:22])(=[O:21])=[O:20])[N:11]([CH2:23][C:24]([O:26]C(C)(C)C)=[O:25])[C:10]=2[CH3:31])=[CH:6][CH:5]=1.O. Product: [Cl:3][C:4]1[CH:5]=[CH:6][C:7]([O:8][C:9]2[C:17]3[C:12](=[CH:13][CH:14]=[CH:15][C:16]=3[NH:18][S:19]([CH3:22])(=[O:20])=[O:21])[N:11]([CH2:23][C:24]([OH:26])=[O:25])[C:10]=2[CH3:31])=[CH:32][CH:33]=1. The catalyst class is: 1.